From a dataset of Full USPTO retrosynthesis dataset with 1.9M reactions from patents (1976-2016). Predict the reactants needed to synthesize the given product. (1) Given the product [O:1]=[C:2]1[NH:6][C@H:5]2[CH2:7][S:8][C@@H:9]([CH2:10][CH2:11][CH2:12][CH2:13][C:14]([O:16][CH2:17][C:18]([CH2:22][OH:23])([CH3:21])[CH2:19][OH:20])=[O:15])[C@H:4]2[O:3]1, predict the reactants needed to synthesize it. The reactants are: [O:1]=[C:2]1[NH:6][C@H:5]2[CH2:7][S:8]/[C:9](=[CH:10]/[CH2:11][CH2:12][CH2:13][C:14]([O:16][CH2:17][C:18]([CH2:22][OH:23])([CH3:21])[CH2:19][OH:20])=[O:15])/[C@H:4]2[O:3]1.C(OCC=C)(=O)C.[H][H]. (2) Given the product [CH3:1][O:2][C:3](=[O:22])[CH2:4][C:5]1[CH:6]=[C:7]([O:19][CH2:20][CH3:21])[CH:8]=[C:9]([S:31]([C:27]2[CH:28]=[CH:29][CH:30]=[C:25]([Cl:24])[CH:26]=2)(=[O:33])=[O:32])[CH:10]=1, predict the reactants needed to synthesize it. The reactants are: [CH3:1][O:2][C:3](=[O:22])[CH2:4][C:5]1[CH:10]=[C:9](OS(C(F)(F)F)(=O)=O)[CH:8]=[C:7]([O:19][CH2:20][CH3:21])[CH:6]=1.[Na+].[Cl:24][C:25]1[CH:26]=[C:27]([S:31]([O-:33])=[O:32])[CH:28]=[CH:29][CH:30]=1.C1(C)C=CC=CC=1.CC1(C)C2C(=C(P(C3C=CC=CC=3)C3C=CC=CC=3)C=CC=2)OC2C(P(C3C=CC=CC=3)C3C=CC=CC=3)=CC=CC1=2.C(=O)([O-])[O-].[Cs+].[Cs+].